From a dataset of Full USPTO retrosynthesis dataset with 1.9M reactions from patents (1976-2016). Predict the reactants needed to synthesize the given product. (1) The reactants are: [C:1]([O:5][C:6]([N:8]1[CH2:13][CH2:12][N:11]([C:14]2[C:19]([C:20]([F:23])([F:22])[F:21])=[CH:18][C:17](Br)=[CH:16][N:15]=2)[CH2:10][CH2:9]1)=[O:7])([CH3:4])([CH3:3])[CH3:2].[NH2:25][CH2:26][CH2:27][N:28]([CH3:30])[CH3:29].C1(C2C=CC=CC=2)C=CC=CC=1P(C(C)(C)C)C(C)(C)C.CC(C)([O-])C.[Na+]. Given the product [C:1]([O:5][C:6]([N:8]1[CH2:13][CH2:12][N:11]([C:14]2[C:19]([C:20]([F:23])([F:22])[F:21])=[CH:18][C:17]([NH:25][CH2:26][CH2:27][N:28]([CH3:30])[CH3:29])=[CH:16][N:15]=2)[CH2:10][CH2:9]1)=[O:7])([CH3:4])([CH3:3])[CH3:2], predict the reactants needed to synthesize it. (2) Given the product [O:9]1[CH2:10][CH2:11][O:12][CH:8]1[C:5]1[CH:6]=[CH:7][C:2]([NH:27][C:23]2[CH:24]=[CH:25][CH:26]=[C:21]([N:16]3[CH:20]=[CH:19][N:18]=[CH:17]3)[CH:22]=2)=[C:3]([N+:13]([O-:15])=[O:14])[CH:4]=1.[O:68]1[CH2:72][CH2:71][O:70][CH:69]1[C:73]1[CH:90]=[CH:89][C:42]([NH:41][C:37]2[CH:38]=[CH:39][CH:40]=[C:35]([C:32]3[CH:33]=[CH:34][O:30][N:31]=3)[CH:36]=2)=[C:75]([N+:91]([O-:93])=[O:92])[CH:74]=1.[O:68]1[CH2:72][CH2:71][O:70][CH:69]1[C:73]1[CH:90]=[CH:89][C:76]([NH:77][C:78]2[CH:83]=[CH:82][CH:81]=[C:80]([N:58]3[CH:54]=[CH:50][CH:56]=[CH:57]3)[CH:79]=2)=[C:75]([N+:91]([O-:93])=[O:92])[CH:74]=1, predict the reactants needed to synthesize it. The reactants are: Cl[C:2]1[CH:7]=[CH:6][C:5]([CH:8]2[O:12][CH2:11][CH2:10][O:9]2)=[CH:4][C:3]=1[N+:13]([O-:15])=[O:14].[N:16]1([C:21]2[CH:22]=[C:23]([NH:27]C=O)[CH:24]=[CH:25][CH:26]=2)[CH:20]=[CH:19][N:18]=[CH:17]1.[O:30]1[CH:34]=[CH:33][C:32]([C:35]2[CH:36]=[C:37]([NH:41][CH:42]=O)[CH:38]=[CH:39][CH:40]=2)=[N:31]1.NC1C=C(C2OCCO2)C=CC=1NC1C=CC=[C:50]([C:54]2S[CH:56]=[CH:57][N:58]=2)C=1.[O:68]1[CH2:72][CH2:71][O:70][CH:69]1[C:73]1[CH:90]=[CH:89][C:76]([NH:77][C:78]2[CH:83]=[CH:82][CH:81]=[C:80](C3SC=CN=3)[CH:79]=2)=[C:75]([N+:91]([O-:93])=[O:92])[CH:74]=1.O.NN. (3) Given the product [ClH:12].[CH2:1]([N:3]1[CH2:8][CH2:7][CH2:6][CH2:5][C@H:4]1[C:9]([N:22]1[CH2:23][CH2:24][C:19](=[CH:18][C:17]2[CH:16]=[CH:15][C:14]([F:13])=[CH:26][CH:25]=2)[CH2:20][CH2:21]1)=[O:11])[CH3:2], predict the reactants needed to synthesize it. The reactants are: [CH2:1]([N:3]1[CH2:8][CH2:7][CH2:6][CH2:5][C@H:4]1[C:9]([OH:11])=O)[CH3:2].[ClH:12].[F:13][C:14]1[CH:26]=[CH:25][C:17]([CH:18]=[C:19]2[CH2:24][CH2:23][NH:22][CH2:21][CH2:20]2)=[CH:16][CH:15]=1. (4) The reactants are: [OH:1][OH:2].FC(F)(F)C(F)(F)C(F)(F)C(F)(F)C([O:10][C:11](=O)[C:12]([F:24])([F:23])[C:13]([F:22])([F:21])[C:14]([F:20])([F:19])[C:15]([F:18])([F:17])[F:16])=O. Given the product [F:19][C:14]([F:20])([C:15]([F:16])([F:17])[F:18])[C:13]([F:21])([F:22])[C:12]([F:24])([F:23])[C:11]([O:1][O:2][C:11](=[O:10])[C:12]([F:23])([F:24])[C:13]([F:21])([F:22])[C:14]([F:19])([F:20])[C:15]([F:18])([F:17])[F:16])=[O:10], predict the reactants needed to synthesize it. (5) Given the product [F:20][C:21]([F:37])([F:38])[C:22]1[CH:23]=[C:24]([C:28]2[C:29]([C:34]([N:3]3[CH2:4][C@@H:5]4[C@@H:1]([CH2:6]4)[C@H:2]3[CH2:7][NH:8][C:9]([C:11]3[CH:12]=[CH:13][CH:14]=[C:15]4[O:19][CH:18]=[CH:17][C:16]=34)=[O:10])=[O:35])=[CH:30][CH:31]=[CH:32][CH:33]=2)[CH:25]=[CH:26][CH:27]=1, predict the reactants needed to synthesize it. The reactants are: [C@@H:1]12[CH2:6][C@@H:5]1[CH2:4][NH:3][C@@H:2]2[CH2:7][NH:8][C:9]([C:11]1[CH:12]=[CH:13][CH:14]=[C:15]2[O:19][CH:18]=[CH:17][C:16]=12)=[O:10].[F:20][C:21]([F:38])([F:37])[C:22]1[CH:23]=[C:24]([C:28]2[C:29]([C:34](O)=[O:35])=[CH:30][CH:31]=[CH:32][CH:33]=2)[CH:25]=[CH:26][CH:27]=1. (6) Given the product [CH3:21][O:22][C:23](=[O:50])[CH2:24][C:25]1[CH:30]=[CH:29][C:28]([C:31]#[C:32][C:33]2[CH:38]=[C:37]([C:39]([CH3:42])([CH3:41])[CH3:40])[C:36]([O:43][CH:44]([CH3:45])[CH3:46])=[C:35]([CH:47]=[CH2:1])[C:34]=2[CH3:49])=[CH:27][CH:26]=1, predict the reactants needed to synthesize it. The reactants are: [CH2:1]=P(C1C=CC=CC=1)(C1C=CC=CC=1)C1C=CC=CC=1.[CH3:21][O:22][C:23](=[O:50])[CH2:24][C:25]1[CH:30]=[CH:29][C:28]([C:31]#[C:32][C:33]2[CH:38]=[C:37]([C:39]([CH3:42])([CH3:41])[CH3:40])[C:36]([O:43][CH:44]([CH3:46])[CH3:45])=[C:35]([CH:47]=O)[C:34]=2[CH3:49])=[CH:27][CH:26]=1. (7) Given the product [I:8][C:5]1[CH:6]=[CH:7][C:2]([O:12][CH2:13][C:14]2([CH2:17][OH:18])[CH2:16][CH2:15]2)=[C:3]([N+:9]([O-:11])=[O:10])[CH:4]=1, predict the reactants needed to synthesize it. The reactants are: F[C:2]1[CH:7]=[CH:6][C:5]([I:8])=[CH:4][C:3]=1[N+:9]([O-:11])=[O:10].[OH:12][CH2:13][C:14]1([CH2:17][OH:18])[CH2:16][CH2:15]1.C([O-])([O-])=O.[K+].[K+].